From a dataset of Reaction yield outcomes from USPTO patents with 853,638 reactions. Predict the reaction yield, written as a fraction of the theoretical maximum amount of product (1.0 means a 100% yield; for example, 0.34 means a 34% yield). (1) The reactants are [CH2:1]([N:4]1[C:8]([C:9]2[CH:10]=[C:11]([C:14]([O:16][CH3:17])=[O:15])[S:12][CH:13]=2)=[CH:7][CH:6]=[N:5]1)[CH2:2][CH3:3].C1C(=O)N([Cl:25])C(=O)C1. The catalyst is C1COCC1. The product is [Cl:25][C:7]1[CH:6]=[N:5][N:4]([CH2:1][CH2:2][CH3:3])[C:8]=1[C:9]1[CH:10]=[C:11]([C:14]([O:16][CH3:17])=[O:15])[S:12][CH:13]=1. The yield is 0.700. (2) The reactants are [Br:1][C:2]1[CH:9]=[C:8]([F:10])[C:5]([CH:6]=O)=[C:4]([F:11])[CH:3]=1.C(O[BH-](OC(=O)C)OC(=O)C)(=O)C.[Na+].[CH3:26][NH:27][CH3:28]. No catalyst specified. The product is [Br:1][C:2]1[CH:9]=[C:8]([F:10])[C:5]([CH2:6][N:27]([CH3:28])[CH3:26])=[C:4]([F:11])[CH:3]=1. The yield is 0.790. (3) The reactants are [CH3:1][C:2]1[N:7]=[CH:6][C:5]([C:8]([NH:10][C:11]2[C:12]([C:22]([O:24]C)=[O:23])=[N:13][N:14]([CH:16]3[CH2:21][CH2:20][CH2:19][CH2:18][O:17]3)[CH:15]=2)=[O:9])=[CH:4][CH:3]=1.O1CCCC1.[OH-].[Na+].Cl. The catalyst is O.CO. The product is [CH3:1][C:2]1[N:7]=[CH:6][C:5]([C:8]([NH:10][C:11]2[C:12]([C:22]([OH:24])=[O:23])=[N:13][N:14]([CH:16]3[CH2:21][CH2:20][CH2:19][CH2:18][O:17]3)[CH:15]=2)=[O:9])=[CH:4][CH:3]=1. The yield is 0.810. (4) The reactants are [Cl:1][C:2]1[CH:9]=[CH:8][C:5]([C:6]#[N:7])=[CH:4][C:3]=1[N+:10]([O-])=O.O.O.[Sn](Cl)(Cl)(Cl)Cl. No catalyst specified. The product is [NH2:10][C:3]1[CH:4]=[C:5]([CH:8]=[CH:9][C:2]=1[Cl:1])[C:6]#[N:7]. The yield is 0.980.